Dataset: Peptide-MHC class I binding affinity with 185,985 pairs from IEDB/IMGT. Task: Regression. Given a peptide amino acid sequence and an MHC pseudo amino acid sequence, predict their binding affinity value. This is MHC class I binding data. (1) The peptide sequence is FCSDALTLI. The MHC is HLA-A02:01 with pseudo-sequence HLA-A02:01. The binding affinity (normalized) is 0.554. (2) The peptide sequence is GVFKVWHPI. The MHC is HLA-A01:01 with pseudo-sequence HLA-A01:01. The binding affinity (normalized) is 0.0847. (3) The peptide sequence is YTPEDQSKL. The MHC is H-2-Db with pseudo-sequence H-2-Db. The binding affinity (normalized) is 0. (4) The peptide sequence is SMTYLYNKY. The MHC is HLA-A31:01 with pseudo-sequence HLA-A31:01. The binding affinity (normalized) is 0.0915. (5) The peptide sequence is LLFASMGFK. The MHC is HLA-A03:01 with pseudo-sequence HLA-A03:01. The binding affinity (normalized) is 1.00. (6) The peptide sequence is DPHGPVQLSYYD. The MHC is HLA-A11:01 with pseudo-sequence HLA-A11:01. The binding affinity (normalized) is 0. (7) The peptide sequence is KRWIIMGLNK. The MHC is HLA-B27:05 with pseudo-sequence HLA-B27:05. The binding affinity (normalized) is 0.783. (8) The peptide sequence is TTSDFFVNY. The MHC is HLA-B38:01 with pseudo-sequence HLA-B38:01. The binding affinity (normalized) is 0.0847.